This data is from Experimentally validated miRNA-target interactions with 360,000+ pairs, plus equal number of negative samples. The task is: Binary Classification. Given a miRNA mature sequence and a target amino acid sequence, predict their likelihood of interaction. (1) The miRNA is hsa-miR-323a-3p with sequence CACAUUACACGGUCGACCUCU. The protein sequence of the target gene is MFNPHALDSPAVIFDNGSGFCKAGLSGEFGPRHMVSSIVGHLKFQAPSAEANQKKYFVGEEALYKQEALQLHSPFERGLITGWDDVERLWKHLFEWELGVKPSDQPLLATEPSLNPRENREKMAEVMFENFGVPAFYLSDQAVLALYASACVTGLVVDSGDAVTCTVPIFEGYSLPHAVTKLHVAGRDITELLMQLLLASGHTFPCQLDKGLVDDIKKKLCYVALEPEKELSRRPEEVLREYKLPDGNIISLGDPLHQAPEALFVPQQLGSQSPGLSNMVSSSITKCDTDIQKILFGEIV.... Result: 0 (no interaction). (2) The miRNA is hsa-miR-520g-3p with sequence ACAAAGUGCUUCCCUUUAGAGUGU. The protein sequence of the target gene is MEKLAASTEPQGPRPVLGRESVQVPDDQDFRSFRSECEAEVGWNLTYSRAGVSVWVQAVEMDRTLHKIKCRMECCDVPAETLYDVLHDIEYRKKWDSNVIETFDIARLTVNADVGYYSWRCPKPLKNRDVITLRSWLPMGADYIIMNYSVKHPKYPPRKDLVRAVSIQTGYLIQSTGPKSCVITYLAQVDPKGSLPKWVVNKSSQFLAPKAMKKMYKACLKYPEWKQKHLPHFKPWLHPEQSPLPSLALSELSVQHADSLENIDESAVAESREERMGGAGGEGSDDDTSLT. Result: 0 (no interaction). (3) The miRNA is hsa-miR-3184-5p with sequence UGAGGGGCCUCAGACCGAGCUUUU. Result: 0 (no interaction). The protein sequence of the target gene is MSDKNQIIARASLIEQLVSKRYFEDIGKQLTELEMIYVSKEHLQETDVVRAVYRVLKNCPSVTLKKKAKCLLAKWRGFYKSTHCKPRQSPKVLHTNANKEESAAVSQDVSQDETSGSSHSEIMGLCSSLSRLLPQDAAKPAAAIGSESSTAQMEINEGYLKGDDSECTRKSSGVFQGTLVSVRSKCVELLYTALASSCTDHTEVHIWQNLAREIEEHIFTLHSNNIKKYKTSIRSKVANLKNPRNFHLQQNFLSGTMSAREFAEMSVLDMASQELKQLRASYTESSIQEHCLPQSVDGTW.... (4) The miRNA is mmu-miR-24-1-5p with sequence GUGCCUACUGAGCUGAUAUCAGU. The protein sequence of the target gene is MEQVAEGARVTAVPVSAADSTEELAEVEEGVGVVGEDNDAAARGAEAFGDSEEDGEDVFEVEKILDMKTEGGKVLYKVRWKGYTSDDDTWEPEIHLEDCKEVLLEFRKKIAENKAKAVRKDIQRLSLNNDIFEANSDSDQQSETKEDTSPKKKKKKLRQREEKSPDDLKKKKAKAGKLKDKSKPDLESSLESLVFDLRTKKRISEAKEELKESKKPKKDEVKETKELKKVKKGEIRDLKTKTREDPKENRKTKKEKFVESQVESESSVLNDSPFPEDDSEGLHSDSREEKQNTKSARERA.... Result: 0 (no interaction). (5) The miRNA is hsa-miR-297 with sequence AUGUAUGUGUGCAUGUGCAUG. The protein sequence of the target gene is MPPPAPGARLRLLAAAALAGLAVISRGLLSQSLEFNSPADNYTVCEGDNATLSCFIDEHVTRVAWLNRSNILYAGNDRWTSDPRVRLLINTPEEFSILITEVGLGDEGLYTCSFQTRHQPYTTQVYLIVHVPARIVNISSPVTVNEGGNVNLLCLAVGRPEPTVTWRQLRDGFTSEGEILEISDIQRGQAGEYECVTHNGVNSAPDSRRVLVTVNYPPTITDVTSARTALGRAALLRCEAMAVPPADFQWYKDDRLLSSGTAEGLKVQTERTRSMLLFANVSARHYGNYTCRAANRLGAS.... Result: 1 (interaction). (6) The protein sequence of the target gene is MSYNCCSGNFSSRSCGDYLRYPASSRGFSYPSNLVYSTDLCSPSTCQLGSSLYRGCQEICWEPTSCQTSYVESSPCQTSCYRPRTSLLCSPCKTTYSGSLGFGSSSCRSLGYGSRSCYSVGCGSSGVRSLGYGSCGFPSLGYGSGFCRPTYLASRSCQSPCYRPAYGSTFCRSTC. Result: 1 (interaction). The miRNA is hsa-miR-513a-5p with sequence UUCACAGGGAGGUGUCAU. (7) The miRNA is rno-miR-26a-5p with sequence UUCAAGUAAUCCAGGAUAGGCU. The protein sequence of the target gene is MVQLRPRLSRIPAPAEAMVDEDQAASEEEEAEHGLLLAQPSSGAAAEPLDEEEDADDEAPEELTFASAQAEAREEELRVRASARRDKTLLKEKRKRREELFIEQKKRKLLPDAVLEQLTTASEADIKKSPENVKVNLKKKSEQHAKGRNSKKVKVQKVQSVGQIESYMAVRLKDEDLRDSRQEAAKHFIHSCLYGSDSKRTTVNKFLSLNNKRSPVKKAAAQFLTSTWGAQKQQNAKRFKKRWMAKKMKKKTYK. Result: 0 (no interaction). (8) The miRNA is hsa-miR-16-5p with sequence UAGCAGCACGUAAAUAUUGGCG. The protein sequence of the target gene is MPLHKYPVWLWKRLQLREGICSRLPGHYLRSLEEERTPTPVHYRPHGAKFKINPKNGQRERVEDVPIPIYFPPESQRGLWGGEGWILGQIYANNDKLSKRLKKVWKPQLFEREFYSEILDKKFTVTVTMRTLDLIDEAYGLDFYILKTPKEDLCSKFGMDLKRGMLLRLARQDPQLHPEDPERRAAIYDKYKEFAIPEEEAEWVGLTLEEAIEKQRLLEEKDPVPLFKIYVAELIQQLQQQALSEPAVVQKRASGQ. Result: 0 (no interaction).